Dataset: Forward reaction prediction with 1.9M reactions from USPTO patents (1976-2016). Task: Predict the product of the given reaction. (1) Given the reactants [CH3:1][N:2]([CH2:4][C:5]1[C:13]2[O:12][N:11]=[C:10]([CH2:14][CH2:15][CH:16]3[CH2:21][CH2:20][N:19]([CH2:22][C:23]4[CH:24]=[N:25][C:26]([O:29]C)=[CH:27][CH:28]=4)[CH2:18][CH2:17]3)[C:9]=2[CH:8]=[CH:7][C:6]=1[O:31][CH2:32][CH:33]1[CH2:35][CH2:34]1)[CH3:3].Cl.C(=O)([O-])[O-].[Na+].[Na+].O, predict the reaction product. The product is: [CH:33]1([CH2:32][O:31][C:6]2[CH:7]=[CH:8][C:9]3[C:10]([CH2:14][CH2:15][CH:16]4[CH2:21][CH2:20][N:19]([CH2:22][C:23]5[CH:28]=[CH:27][C:26](=[O:29])[NH:25][CH:24]=5)[CH2:18][CH2:17]4)=[N:11][O:12][C:13]=3[C:5]=2[CH2:4][N:2]([CH3:3])[CH3:1])[CH2:34][CH2:35]1. (2) Given the reactants [Cl:1][C:2]1[CH:7]=[C:6]([O:8][CH3:9])[CH:5]=[CH:4][C:3]=1[C:10]1[CH:15]=[CH:14][N:13]=[C:12](OS(C(F)(F)F)(=O)=O)[C:11]=1[N+:24]([O-:26])=[O:25].[CH2:27]([CH:30]([NH2:34])[CH2:31][CH2:32][CH3:33])[CH2:28][CH3:29], predict the reaction product. The product is: [Cl:1][C:2]1[CH:7]=[C:6]([O:8][CH3:9])[CH:5]=[CH:4][C:3]=1[C:10]1[CH:15]=[CH:14][N:13]=[C:12]([NH:34][CH:30]([CH2:31][CH2:32][CH3:33])[CH2:27][CH2:28][CH3:29])[C:11]=1[N+:24]([O-:26])=[O:25]. (3) The product is: [NH2:22][C:16]1[CH:17]=[C:18]([F:21])[CH:19]=[CH:20][C:15]=1[C:13]([NH:12][C@@H:7]([CH:1]1[CH2:6][CH2:5][CH2:4][CH2:3][CH2:2]1)[C:8]([O:10][CH3:11])=[O:9])=[O:14]. Given the reactants [CH:1]1([C@H:7]([NH:12][C:13]([C:15]2[CH:20]=[CH:19][C:18]([F:21])=[CH:17][C:16]=2[N+:22]([O-])=O)=[O:14])[C:8]([O:10][CH3:11])=[O:9])[CH2:6][CH2:5][CH2:4][CH2:3][CH2:2]1.[H][H], predict the reaction product. (4) Given the reactants [CH3:1][NH:2][C:3]1[CH:13]=[CH:12][CH:11]=[CH:10][C:4]=1[O:5][CH2:6][CH2:7][C:8]#[N:9].[N:14]([Sn](CCCC)(CCCC)CCCC)=[N+:15]=[N-:16].C([Al](CC)CC)C, predict the reaction product. The product is: [CH3:1][NH:2][C:3]1[CH:13]=[CH:12][CH:11]=[CH:10][C:4]=1[O:5][CH2:6][CH2:7][C:8]1[NH:16][N:15]=[N:14][N:9]=1. (5) Given the reactants [CH2:1]([NH:8][CH2:9][C:10]1[NH:11][C:12](=[O:20])[C:13]2[CH2:19][O:18][CH2:17][CH2:16][C:14]=2[N:15]=1)[C:2]1[CH:7]=[CH:6][CH:5]=[CH:4][CH:3]=1.[F:21][C:22]1[CH:39]=[CH:38][C:25]([C:26]([CH:28]2[CH2:33][CH2:32][N:31]([CH2:34][C:35](O)=[O:36])[CH2:30][CH2:29]2)=[O:27])=[CH:24][CH:23]=1, predict the reaction product. The product is: [CH2:1]([N:8]([CH2:9][C:10]1[NH:11][C:12](=[O:20])[C:13]2[CH2:19][O:18][CH2:17][CH2:16][C:14]=2[N:15]=1)[C:35](=[O:36])[CH2:34][N:31]1[CH2:32][CH2:33][CH:28]([C:26](=[O:27])[C:25]2[CH:24]=[CH:23][C:22]([F:21])=[CH:39][CH:38]=2)[CH2:29][CH2:30]1)[C:2]1[CH:3]=[CH:4][CH:5]=[CH:6][CH:7]=1. (6) Given the reactants Br[C:2]1[CH:3]=[CH:4][C:5]([CH2:8][N:9]2[CH2:13][C:12](=[O:14])[N:11]([CH3:15])[C:10]2=[O:16])=[N:6][CH:7]=1.[CH:17]1([N:20]2[CH2:28][C:27]3[C:22](=[CH:23][CH:24]=[C:25](B4OC(C)(C)C(C)(C)O4)[CH:26]=3)[C:21]2=[O:38])[CH2:19][CH2:18]1.C1(P(C2CCCCC2)C2CCCCC2)CCCCC1.P([O-])([O-])([O-])=O.[K+].[K+].[K+], predict the reaction product. The product is: [CH:17]1([N:20]2[CH2:28][C:27]3[C:22](=[CH:23][CH:24]=[C:25]([C:2]4[CH:3]=[CH:4][C:5]([CH2:8][N:9]5[CH2:13][C:12](=[O:14])[N:11]([CH3:15])[C:10]5=[O:16])=[N:6][CH:7]=4)[CH:26]=3)[C:21]2=[O:38])[CH2:19][CH2:18]1.